From a dataset of Forward reaction prediction with 1.9M reactions from USPTO patents (1976-2016). Predict the product of the given reaction. The product is: [CH:1]1([C:4]2[CH:5]=[C:6]([C@@H:10]([NH:12][C:13]([C:15]3[CH:16]=[C:17]4[C:21](=[CH:22][CH:23]=3)[N:20]([CH2:24][C:25]3[CH:26]=[C:27]([CH:32]=[CH:33][CH:34]=3)[C:28]([OH:30])=[O:29])[C:19]([CH3:35])=[C:18]4[CH3:36])=[O:14])[CH3:11])[CH:7]=[CH:8][CH:9]=2)[CH2:2][CH2:3]1. Given the reactants [CH:1]1([C:4]2[CH:5]=[C:6]([C@@H:10]([NH:12][C:13]([C:15]3[CH:16]=[C:17]4[C:21](=[CH:22][CH:23]=3)[N:20]([CH2:24][C:25]3[CH:26]=[C:27]([CH:32]=[CH:33][CH:34]=3)[C:28]([O:30]C)=[O:29])[C:19]([CH3:35])=[C:18]4[CH3:36])=[O:14])[CH3:11])[CH:7]=[CH:8][CH:9]=2)[CH2:3][CH2:2]1.[OH-].[Na+], predict the reaction product.